Dataset: Forward reaction prediction with 1.9M reactions from USPTO patents (1976-2016). Task: Predict the product of the given reaction. Given the reactants [NH2:1][C@@H:2]([C:12]1[CH:17]=[CH:16][CH:15]=[CH:14][CH:13]=1)[CH2:3][C:4]([O:6][C@H:7]([CH2:9][CH:10]=[CH2:11])[CH3:8])=[O:5].[C:18](O)(=[O:23])[CH2:19][CH2:20][CH:21]=[CH2:22].CCN=C=NCCCN(C)C, predict the reaction product. The product is: [C:18]([NH:1][C@@H:2]([C:12]1[CH:13]=[CH:14][CH:15]=[CH:16][CH:17]=1)[CH2:3][C:4]([O:6][C@H:7]([CH2:9][CH:10]=[CH2:11])[CH3:8])=[O:5])(=[O:23])[CH2:19][CH2:20][CH:21]=[CH2:22].